From a dataset of Reaction yield outcomes from USPTO patents with 853,638 reactions. Predict the reaction yield, written as a fraction of the theoretical maximum amount of product (1.0 means a 100% yield; for example, 0.34 means a 34% yield). (1) The reactants are [NH2:1][C:2]1[CH:3]=[N:4][CH:5]=[CH:6][C:7]=1[C@H:8]1[CH2:24][C@H:12]2[N:13]([C:17]([O:19][C:20]([CH3:23])([CH3:22])[CH3:21])=[O:18])C(=O)[O:15][C@H:11]2[C@@H:10]([CH3:25])[CH2:9]1.[F:26][C:27]1[CH:32]=[CH:31][CH:30]=[C:29]([F:33])[C:28]=1[C:34]1[N:39]=[C:38]([C:40](O)=[O:41])[CH:37]=[CH:36][C:35]=1[F:43].C(Cl)CCl.C([O-])([O-])=O.[Cs+].[Cs+]. The catalyst is CN(C=O)C.CCOC(C)=O.CCO. The product is [F:26][C:27]1[CH:32]=[CH:31][CH:30]=[C:29]([F:33])[C:28]=1[C:34]1[N:39]=[C:38]([C:40]([NH:1][C:2]2[CH:3]=[N:4][CH:5]=[CH:6][C:7]=2[C@H:8]2[CH2:24][C@@H:12]([NH:13][C:17](=[O:18])[O:19][C:20]([CH3:22])([CH3:23])[CH3:21])[C@@H:11]([OH:15])[C@@H:10]([CH3:25])[CH2:9]2)=[O:41])[CH:37]=[CH:36][C:35]=1[F:43]. The yield is 1.00. (2) The product is [CH:32]1([C@@H:13]2[CH2:12][N:11]([S:8]([C:5]3[CH:6]=[N:7][C:2]([C:50]4[CH:51]=[N:46][CH:47]=[N:48][CH:49]=4)=[CH:3][CH:4]=3)(=[O:10])=[O:9])[CH2:16][C:15](=[O:17])[N:14]2[C:18]2[CH:22]=[C:21]([C:23]3[CH:28]=[CH:27][CH:26]=[CH:25][CH:24]=3)[S:20][C:19]=2[C:29]([OH:31])=[O:30])[CH2:37][CH2:36][CH2:35][CH2:34][CH2:33]1. The yield is 0.369. The reactants are Cl[C:2]1[N:7]=[CH:6][C:5]([S:8]([N:11]2[CH2:16][C:15](=[O:17])[N:14]([C:18]3[CH:22]=[C:21]([C:23]4[CH:28]=[CH:27][CH:26]=[CH:25][CH:24]=4)[S:20][C:19]=3[C:29]([OH:31])=[O:30])[C@H:13]([CH:32]3[CH2:37][CH2:36][CH2:35][CH2:34][CH2:33]3)[CH2:12]2)(=[O:10])=[O:9])=[CH:4][CH:3]=1.P([O-])([O-])([O-])=O.[K+].[K+].[K+].[N:46]1[CH:51]=[C:50](B(O)O)[CH:49]=[N:48][CH:47]=1. The catalyst is C(#N)C. (3) The reactants are Br[CH2:2][C:3]1[C:4]([C:25]2[CH:30]=[CH:29][CH:28]=[CH:27][CH:26]=2)=[N:5][C:6]2[C:11]([C:12]=1[C:13]([NH2:15])=[O:14])=[C:10]([C@H](C1C=CC=CC=1)CC)[CH:9]=[CH:8][CH:7]=2.C([O-])([O-])=O.[K+].[K+].[SH:37][C:38]1[CH:43]=[CH:42][N:41]=[CH:40][CH:39]=1. The catalyst is CC#N. The product is [C:25]1([C:4]2[C:3]([CH2:2][S:37][C:38]3[CH:43]=[CH:42][N:41]=[CH:40][CH:39]=3)=[C:12]([C:13]([NH:15][C@H:12]([C:11]3[CH:6]=[CH:7][CH:8]=[CH:9][CH:10]=3)[CH2:3][CH3:2])=[O:14])[C:11]3[C:6](=[CH:7][CH:8]=[CH:9][CH:10]=3)[N:5]=2)[CH:30]=[CH:29][CH:28]=[CH:27][CH:26]=1. The yield is 0.740. (4) The reactants are Br[C:2]1[CH:3]=[C:4]([CH:19]=[CH:20][C:21]=1[C:22]([F:25])([F:24])[F:23])[CH2:5][N:6]1[CH2:11][CH2:10][N:9]([C:12]([O:14][C:15]([CH3:18])([CH3:17])[CH3:16])=[O:13])[CH2:8][CH2:7]1.CC(OC1C=CC=C(OC(C)C)C=1C1C(P(C2CCCCC2)C2CCCCC2)=CC=CC=1)C.CC(C)([O-])C.[Na+].[CH:65]12[O:72][CH:69]([CH2:70][CH2:71]1)[CH2:68][NH:67][CH2:66]2. The catalyst is CC([O-])=O.CC([O-])=O.[Pd+2].O.C1COCC1. The product is [CH:69]12[O:72][CH:65]([CH2:71][CH2:70]1)[CH2:66][N:67]([C:2]1[CH:3]=[C:4]([CH:19]=[CH:20][C:21]=1[C:22]([F:25])([F:24])[F:23])[CH2:5][N:6]1[CH2:11][CH2:10][N:9]([C:12]([O:14][C:15]([CH3:18])([CH3:17])[CH3:16])=[O:13])[CH2:8][CH2:7]1)[CH2:68]2. The yield is 0.430.